This data is from NCI-60 drug combinations with 297,098 pairs across 59 cell lines. The task is: Regression. Given two drug SMILES strings and cell line genomic features, predict the synergy score measuring deviation from expected non-interaction effect. (1) Drug 1: C(=O)(N)NO. Drug 2: CCCCC(=O)OCC(=O)C1(CC(C2=C(C1)C(=C3C(=C2O)C(=O)C4=C(C3=O)C=CC=C4OC)O)OC5CC(C(C(O5)C)O)NC(=O)C(F)(F)F)O. Cell line: SF-268. Synergy scores: CSS=45.8, Synergy_ZIP=-3.92, Synergy_Bliss=-4.47, Synergy_Loewe=-11.8, Synergy_HSA=-2.69. (2) Drug 1: CNC(=O)C1=CC=CC=C1SC2=CC3=C(C=C2)C(=NN3)C=CC4=CC=CC=N4. Drug 2: CS(=O)(=O)C1=CC(=C(C=C1)C(=O)NC2=CC(=C(C=C2)Cl)C3=CC=CC=N3)Cl. Cell line: 786-0. Synergy scores: CSS=8.26, Synergy_ZIP=0.0819, Synergy_Bliss=3.15, Synergy_Loewe=2.69, Synergy_HSA=2.85. (3) Drug 1: C1CCN(CC1)CCOC2=CC=C(C=C2)C(=O)C3=C(SC4=C3C=CC(=C4)O)C5=CC=C(C=C5)O. Drug 2: N.N.Cl[Pt+2]Cl. Cell line: HOP-62. Synergy scores: CSS=-11.6, Synergy_ZIP=6.81, Synergy_Bliss=3.29, Synergy_Loewe=-7.11, Synergy_HSA=-5.99. (4) Drug 2: C1=CC=C(C(=C1)C(C2=CC=C(C=C2)Cl)C(Cl)Cl)Cl. Cell line: TK-10. Drug 1: CC1=C(C=C(C=C1)NC(=O)C2=CC=C(C=C2)CN3CCN(CC3)C)NC4=NC=CC(=N4)C5=CN=CC=C5. Synergy scores: CSS=-2.50, Synergy_ZIP=-1.38, Synergy_Bliss=-7.00, Synergy_Loewe=-6.47, Synergy_HSA=-6.16. (5) Drug 1: CC12CCC(CC1=CCC3C2CCC4(C3CC=C4C5=CN=CC=C5)C)O. Drug 2: CC1CCC2CC(C(=CC=CC=CC(CC(C(=O)C(C(C(=CC(C(=O)CC(OC(=O)C3CCCCN3C(=O)C(=O)C1(O2)O)C(C)CC4CCC(C(C4)OC)O)C)C)O)OC)C)C)C)OC. Cell line: SN12C. Synergy scores: CSS=21.9, Synergy_ZIP=7.24, Synergy_Bliss=3.73, Synergy_Loewe=-20.9, Synergy_HSA=4.49. (6) Drug 1: CC(C1=C(C=CC(=C1Cl)F)Cl)OC2=C(N=CC(=C2)C3=CN(N=C3)C4CCNCC4)N. Drug 2: CC1=C(C=C(C=C1)NC(=O)C2=CC=C(C=C2)CN3CCN(CC3)C)NC4=NC=CC(=N4)C5=CN=CC=C5. Cell line: OVCAR-5. Synergy scores: CSS=16.6, Synergy_ZIP=2.84, Synergy_Bliss=6.48, Synergy_Loewe=1.69, Synergy_HSA=4.15.